The task is: Predict the product of the given reaction.. This data is from Forward reaction prediction with 1.9M reactions from USPTO patents (1976-2016). (1) The product is: [Cl:10][C:3]1[C:2]([CH:19]=[O:20])=[CH:7][CH:6]=[C:5]([O:8][CH3:9])[N:4]=1. Given the reactants Br[C:2]1[C:3]([Cl:10])=[N:4][C:5]([O:8][CH3:9])=[CH:6][CH:7]=1.C([Li])CCC.CN([CH:19]=[O:20])C.O.[Cl-].[NH4+], predict the reaction product. (2) Given the reactants [O:1]=[C:2]1[C:5]2([CH2:9][CH2:8][CH2:7][N:6]2[C:10]([O:12][CH2:13][C:14]2[CH:19]=[CH:18][CH:17]=[CH:16][CH:15]=2)=[O:11])[CH2:4][NH:3]1.Br[CH2:21][C:22]([O:24][CH2:25][CH3:26])=[O:23], predict the reaction product. The product is: [CH2:25]([O:24][C:22](=[O:23])[CH2:21][N:3]1[CH2:4][C:5]2([CH2:9][CH2:8][CH2:7][N:6]2[C:10]([O:12][CH2:13][C:14]2[CH:19]=[CH:18][CH:17]=[CH:16][CH:15]=2)=[O:11])[C:2]1=[O:1])[CH3:26]. (3) Given the reactants C(N(CC)C(C)C)(C)C.[CH2:10]([O:12][C:13](=[O:17])[CH2:14][N+:15]#[C-:16])C.[Si]([O:25][C:26]1[CH:31]=[C:30]([O:32][Si](C(C)(C)C)(C)C)[CH:29]=[CH:28][C:27]=1[C@H:40]1[CH2:45][CH2:44][C@H:43]([OH:46])[CH2:42][CH2:41]1)(C(C)(C)C)(C)C.CN(C)C=[O:50], predict the reaction product. The product is: [OH:25][C:26]1[CH:31]=[C:30]([OH:32])[CH:29]=[CH:28][C:27]=1[C@H:40]1[CH2:45][CH2:44][C@H:43]([O:46][C:16]([NH:15][CH2:14][C:13]([O:12][CH3:10])=[O:17])=[O:50])[CH2:42][CH2:41]1. (4) Given the reactants Br[C:2]1[CH:10]=[CH:9][C:5]([C:6]([NH2:8])=[O:7])=[CH:4][C:3]=1/[CH:11]=[CH:12]/[C:13]1[CH:18]=[CH:17][C:16]([O:19][C:20]([F:23])([F:22])[F:21])=[CH:15][CH:14]=1.C1(P(C2CCCCC2)C2C=CC=CC=2C2C=CC=CC=2)CCCCC1.[CH2:49]([CH2:51][NH2:52])[OH:50], predict the reaction product. The product is: [OH:50][CH2:49][CH2:51][NH:52][C:2]1[CH:10]=[CH:9][C:5]([C:6]([NH2:8])=[O:7])=[CH:4][C:3]=1/[CH:11]=[CH:12]/[C:13]1[CH:18]=[CH:17][C:16]([O:19][C:20]([F:23])([F:22])[F:21])=[CH:15][CH:14]=1. (5) Given the reactants C1(P(C2CCCCC2)C2C=CC=CC=2C2C(C(C)C)=CC(C(C)C)=CC=2C(C)C)CCCCC1.[O:35]1[CH2:40][CH2:39][N:38]([C:41]2[C:46]([NH2:47])=[CH:45][C:44]([N:48]3[CH2:53][CH2:52][O:51][CH2:50][CH2:49]3)=[CH:43][N:42]=2)[CH2:37][CH2:36]1.Cl[C:55]1[C:64]2[C:59](=[CH:60][C:61]([F:66])=[CH:62][C:63]=2[F:65])[N:58]=[C:57]([C:67]2[CH:72]=[CH:71][N:70]=[C:69]([O:73][CH3:74])[CH:68]=2)[C:56]=1[CH3:75].CC(C)([O-])C.[Na+], predict the reaction product. The product is: [O:35]1[CH2:40][CH2:39][N:38]([C:41]2[C:46]([NH:47][C:55]3[C:64]4[C:59](=[CH:60][C:61]([F:66])=[CH:62][C:63]=4[F:65])[N:58]=[C:57]([C:67]4[CH:72]=[CH:71][N:70]=[C:69]([O:73][CH3:74])[CH:68]=4)[C:56]=3[CH3:75])=[CH:45][C:44]([N:48]3[CH2:49][CH2:50][O:51][CH2:52][CH2:53]3)=[CH:43][N:42]=2)[CH2:37][CH2:36]1. (6) Given the reactants [CH3:1][C:2]1([CH3:15])[C:14]2[CH:9]3[NH:10][C:11](=[O:13])[CH2:12][CH:8]3[CH2:7][C:6]=2[CH2:5][CH2:4][CH2:3]1.[C:16](O[C:16]([O:18][C:19]([CH3:22])([CH3:21])[CH3:20])=[O:17])([O:18][C:19]([CH3:22])([CH3:21])[CH3:20])=[O:17].CCN(CC)CC, predict the reaction product. The product is: [CH3:1][C:2]1([CH3:15])[C:14]2[CH:9]3[N:10]([C:16]([O:18][C:19]([CH3:22])([CH3:21])[CH3:20])=[O:17])[C:11](=[O:13])[CH2:12][CH:8]3[CH2:7][C:6]=2[CH2:5][CH2:4][CH2:3]1. (7) Given the reactants [C:1]([C:4]1[C:5]([C:21](=O)[CH3:22])=[C:6]([CH3:20])[N:7]([C:10]2[CH:15]=[CH:14][C:13]([O:16][CH2:17][CH2:18][CH3:19])=[CH:12][CH:11]=2)[C:8]=1[CH3:9])(=O)[CH3:2].[NH2:24][NH2:25], predict the reaction product. The product is: [CH3:2][C:1]1[C:4]2=[C:8]([CH3:9])[N:7]([C:10]3[CH:15]=[CH:14][C:13]([O:16][CH2:17][CH2:18][CH3:19])=[CH:12][CH:11]=3)[C:6]([CH3:20])=[C:5]2[C:21]([CH3:22])=[N:25][N:24]=1. (8) Given the reactants C[N+]1([O-])CC[O:5]CC1.[CH3:9][C:10]1[C:14]2[C:15]([CH:19]=[CH2:20])=[CH:16][CH:17]=[CH:18][C:13]=2[O:12][C:11]=1[C:21]([NH:23][C:24]1[CH:29]=[CH:28][C:27]([C:30]2[CH:35]=[CH:34][C:33]([S:36]([NH:39][C@H:40]([C:44]([O:46][CH3:47])=[O:45])[CH:41]([CH3:43])[CH3:42])(=[O:38])=[O:37])=[CH:32][CH:31]=2)=[CH:26][CH:25]=1)=[O:22].[OH2:48], predict the reaction product. The product is: [OH:48][CH:19]([C:15]1[C:14]2[C:10]([CH3:9])=[C:11]([C:21]([NH:23][C:24]3[CH:25]=[CH:26][C:27]([C:30]4[CH:35]=[CH:34][C:33]([S:36]([NH:39][C@H:40]([C:44]([O:46][CH3:47])=[O:45])[CH:41]([CH3:43])[CH3:42])(=[O:38])=[O:37])=[CH:32][CH:31]=4)=[CH:28][CH:29]=3)=[O:22])[O:12][C:13]=2[CH:18]=[CH:17][CH:16]=1)[CH2:20][OH:5]. (9) Given the reactants Br[C:2]1[C:10]2[C:5](=[C:6]([F:13])[CH:7]=[C:8]([C:11]#[N:12])[CH:9]=2)[N:4]([C:14]([C:27]2[CH:32]=[CH:31][CH:30]=[CH:29][CH:28]=2)([C:21]2[CH:26]=[CH:25][CH:24]=[CH:23][CH:22]=2)[C:15]2[CH:20]=[CH:19][CH:18]=[CH:17][CH:16]=2)[N:3]=1.[CH:33]([Sn](CCCC)(CCCC)CCCC)=[CH2:34], predict the reaction product. The product is: [F:13][C:6]1[CH:7]=[C:8]([C:11]#[N:12])[CH:9]=[C:10]2[C:5]=1[N:4]([C:14]([C:27]1[CH:32]=[CH:31][CH:30]=[CH:29][CH:28]=1)([C:21]1[CH:26]=[CH:25][CH:24]=[CH:23][CH:22]=1)[C:15]1[CH:20]=[CH:19][CH:18]=[CH:17][CH:16]=1)[N:3]=[C:2]2[CH:33]=[CH2:34]. (10) Given the reactants Cl[C:2]1[CH:7]=[CH:6][C:5]([NH:8][C:9]([NH:11][C:12]2[CH:27]=[CH:26][C:15]([O:16][C:17]3[CH:22]=[CH:21][N:20]=[C:19]([C:23](=[S:25])[NH2:24])[CH:18]=3)=[CH:14][CH:13]=2)=[O:10])=[CH:4][C:3]=1[C:28](F)(F)F.ClC1C=C[C:36]([NH:39]C(NC2C=CC(OC3C=CN=C(C#N)C=3)=CC=2)=O)=[CH:35]C=1C(F)(F)F.CCOC(C)=O.[NH4+].[OH-], predict the reaction product. The product is: [N:39]1[C:2]2[C:3](=[CH:4][C:5]([NH:8][C:9]([NH:11][C:12]3[CH:27]=[CH:26][C:15]([O:16][C:17]4[CH:22]=[CH:21][N:20]=[C:19]([C:23](=[S:25])[NH2:24])[CH:18]=4)=[CH:14][CH:13]=3)=[O:10])=[CH:6][CH:7]=2)[CH:28]=[CH:35][CH:36]=1.